From a dataset of Forward reaction prediction with 1.9M reactions from USPTO patents (1976-2016). Predict the product of the given reaction. (1) Given the reactants O.C([NH:9][C@H:10]([C:15](O)=O)[CH2:11][CH:12]([CH3:14])[CH3:13])(OC(C)(C)C)=O.[CH3:18][CH2:19][N:20]([CH:24]([CH3:26])[CH3:25])[CH:21]([CH3:23])[CH3:22].Cl.[CH3:28][O:29]NC.CN(C(ON1N=N[C:42]2[CH:43]=[CH:44][CH:45]=[CH:46][C:41]1=2)=[N+](C)C)C.F[P-](F)(F)(F)(F)F.C[N:57]([CH:59]=O)[CH3:58], predict the reaction product. The product is: [NH2:9][C@@H:10]([CH2:11][CH:12]([CH3:13])[CH3:14])[CH2:15][N:57]1[CH2:58][CH2:23][CH:21]([N:20]([C:24]2[CH:26]=[CH:15][C:10]([O:29][CH2:28][C:41]3[CH:42]=[CH:43][CH:44]=[CH:45][CH:46]=3)=[CH:11][CH:25]=2)[CH2:19][CH:18]=[C:12]([CH3:14])[CH3:13])[CH2:22][CH2:59]1. (2) Given the reactants Br[CH:2]1[CH2:7][CH2:6][CH2:5][CH:4]=[CH:3]1.[CH3:8][CH:9]([C:15]([O:17][CH2:18][CH3:19])=[O:16])[C:10]([O:12][CH2:13][CH3:14])=[O:11].[O-]CC.[Na+], predict the reaction product. The product is: [CH:2]1([C:9]([CH3:8])([C:10]([O:12][CH2:13][CH3:14])=[O:11])[C:15]([O:17][CH2:18][CH3:19])=[O:16])[CH2:7][CH2:6][CH2:5][CH:4]=[CH:3]1. (3) Given the reactants [CH3:1][C:2]1([CH3:15])[CH2:6][N:5]([C:7]2[CH:8]=[N:9][CH:10]=[CH:11][C:12]=2[CH3:13])[C:4](=[O:14])[NH:3]1.I[C:17]1[CH:25]=[CH:24][C:20]2[N:21]=[CH:22][S:23][C:19]=2[CH:18]=1.N[C@@H]1CCCC[C@H]1N.P([O-])([O-])([O-])=O.[K+].[K+].[K+], predict the reaction product. The product is: [S:23]1[C:19]2[CH:18]=[C:17]([N:3]3[C:2]([CH3:15])([CH3:1])[CH2:6][N:5]([C:7]4[CH:8]=[N:9][CH:10]=[CH:11][C:12]=4[CH3:13])[C:4]3=[O:14])[CH:25]=[CH:24][C:20]=2[N:21]=[CH:22]1. (4) Given the reactants C[O:2][C:3](=[O:21])[CH2:4][CH2:5][C:6]1[CH:11]=[CH:10][C:9]([O:12][C:13]2[CH:18]=[CH:17][CH:16]=[C:15](Br)[CH:14]=2)=[CH:8][C:7]=1[CH3:20].[Cl:22][C:23]1[CH:24]=[CH:25][C:26]([OH:37])=[C:27]([C:29]([C:31]2[CH:36]=[CH:35][CH:34]=[CH:33][CH:32]=2)=[O:30])[CH:28]=1, predict the reaction product. The product is: [C:29]([C:27]1[CH:28]=[C:23]([Cl:22])[CH:24]=[CH:25][C:26]=1[O:37][C:15]1[CH:14]=[C:13]([CH:18]=[CH:17][CH:16]=1)[O:12][C:9]1[CH:10]=[CH:11][C:6]([CH2:5][CH2:4][C:3]([OH:2])=[O:21])=[C:7]([CH3:20])[CH:8]=1)(=[O:30])[C:31]1[CH:32]=[CH:33][CH:34]=[CH:35][CH:36]=1. (5) Given the reactants [CH3:1][C:2]1([CH3:11])[O:6][C@@H:5]2[CH:7]=[CH:8][C@H:9](O)[C@@H:4]2[O:3]1.C1(P(C2C=CC=CC=2)C2C=CC=CC=2)C=CC=CC=1.[F:31][C:32]1[C:37]2[N:38]=[CH:39][NH:40][C:36]=2[C:35]([F:41])=[CH:34][N:33]=1.CC(OC(/N=N/C(OC(C)C)=O)=O)C, predict the reaction product. The product is: [CH3:1][C:2]1([CH3:11])[O:6][C@@H:5]2[CH:7]=[CH:8][C@@H:9]([N:40]3[C:36]4[C:35]([F:41])=[CH:34][N:33]=[C:32]([F:31])[C:37]=4[N:38]=[CH:39]3)[C@@H:4]2[O:3]1.[CH3:1][C:2]1([CH3:11])[O:6][C@@H:5]2[CH:7]=[CH:8][C@@H:9]([N:38]3[C:37]4[C:32]([F:31])=[N:33][CH:34]=[C:35]([F:41])[C:36]=4[N:40]=[CH:39]3)[C@@H:4]2[O:3]1. (6) The product is: [Cl:21][C:22]1[CH:27]=[CH:26][C:25]([CH:28]([C:30]2[CH:31]=[CH:32][CH:33]=[CH:34][CH:35]=2)[NH:29][C:18](=[O:20])[CH2:17][C:15]2[CH:14]=[CH:13][C:11]3[NH:12][C:8]([C:7]4[C:2]([CH3:1])=[N:3][CH:4]=[CH:5][CH:6]=4)=[N:9][C:10]=3[CH:16]=2)=[C:24]([CH3:36])[CH:23]=1. Given the reactants [CH3:1][C:2]1[C:7]([C:8]2[NH:12][C:11]3[CH:13]=[CH:14][C:15]([CH2:17][C:18]([OH:20])=O)=[CH:16][C:10]=3[N:9]=2)=[CH:6][CH:5]=[CH:4][N:3]=1.[Cl:21][C:22]1[CH:27]=[CH:26][C:25]([CH:28]([C:30]2[CH:35]=[CH:34][CH:33]=[CH:32][CH:31]=2)[NH2:29])=[C:24]([CH3:36])[CH:23]=1, predict the reaction product. (7) The product is: [CH3:1][C:2]1([C:7]23[CH2:14][CH:13]4[CH2:15][C:9]([CH2:16][OH:17])([CH2:10][CH:11]2[CH2:12]4)[CH2:8]3)[O:3][CH2:4][CH2:5][O:6]1. Given the reactants [CH3:1][C:2]1([C:7]23[CH2:14][CH:13]4[CH2:15][C:9]([C:16](OC)=[O:17])([CH2:10][CH:11]2[CH2:12]4)[CH2:8]3)[O:6][CH2:5][CH2:4][O:3]1.[H-].[H-].[H-].[H-].[Li+].[Al+3], predict the reaction product.